This data is from Full USPTO retrosynthesis dataset with 1.9M reactions from patents (1976-2016). The task is: Predict the reactants needed to synthesize the given product. (1) Given the product [NH:42]1[C:43]2[C:39](=[CH:38][CH:37]=[C:36]([C:2]3[CH:3]=[C:4]([NH:15][C:16]4[CH:21]=[CH:20][C:19]([N:22]5[CH2:23][CH2:24][O:25][CH2:26][CH2:27]5)=[CH:18][N:17]=4)[C:5]4[N:6]([CH:12]=[CH:13][N:14]=4)[C:7]=3[C:8]([O:10][CH3:11])=[O:9])[CH:44]=2)[CH:40]=[N:41]1, predict the reactants needed to synthesize it. The reactants are: Br[C:2]1[CH:3]=[C:4]([NH:15][C:16]2[CH:21]=[CH:20][C:19]([N:22]3[CH2:27][CH2:26][O:25][CH2:24][CH2:23]3)=[CH:18][N:17]=2)[C:5]2[N:6]([CH:12]=[CH:13][N:14]=2)[C:7]=1[C:8]([O:10][CH3:11])=[O:9].CC1(C)C(C)(C)OB([C:36]2[CH:44]=[C:43]3[C:39]([CH:40]=[N:41][NH:42]3)=[CH:38][CH:37]=2)O1.C([O-])([O-])=O.[Na+].[Na+].O. (2) Given the product [Cl:23][CH2:2][C:3]1[N:7]([C:8]2[CH:9]=[C:10]([CH:14]=[C:15]([C:17]([F:20])([F:19])[F:18])[CH:16]=2)[C:11]([NH2:13])=[O:12])[N:6]=[N:5][N:4]=1, predict the reactants needed to synthesize it. The reactants are: O[CH2:2][C:3]1[N:7]([C:8]2[CH:9]=[C:10]([CH:14]=[C:15]([C:17]([F:20])([F:19])[F:18])[CH:16]=2)[C:11]([NH2:13])=[O:12])[N:6]=[N:5][N:4]=1.S(Cl)([Cl:23])=O. (3) Given the product [N:29]1([CH2:19][CH2:18][N:12]2[C:11](=[O:28])[N:10]([CH2:9][O:8][CH2:1][C:2]3[CH:3]=[CH:4][CH:5]=[CH:6][CH:7]=3)[C:15](=[O:16])[C:14]([Br:17])=[N:13]2)[C:33]2[CH:34]=[CH:35][CH:36]=[CH:37][C:32]=2[N:31]=[CH:30]1, predict the reactants needed to synthesize it. The reactants are: [CH2:1]([O:8][CH2:9][N:10]1[C:15](=[O:16])[C:14]([Br:17])=[N:13][N:12]([CH2:18][C:19](F)(F)C2C=CC=CC=2)[C:11]1=[O:28])[C:2]1[CH:7]=[CH:6][CH:5]=[CH:4][CH:3]=1.[N:29]1(CCO)[C:33]2[CH:34]=[CH:35][CH:36]=[CH:37][C:32]=2[N:31]=[CH:30]1. (4) Given the product [Br:13][C:14]1[N:15]=[CH:16][C:17]([O:5][CH2:4][CH2:3][N:2]([CH3:6])[CH3:1])=[N:18][CH:19]=1, predict the reactants needed to synthesize it. The reactants are: [CH3:1][N:2]([CH3:6])[CH2:3][CH2:4][OH:5].CC(C)([O-])C.[Na+].[Br:13][C:14]1[CH:19]=[N:18][C:17](Br)=[CH:16][N:15]=1.